This data is from Forward reaction prediction with 1.9M reactions from USPTO patents (1976-2016). The task is: Predict the product of the given reaction. (1) Given the reactants Br[CH2:2][C:3]1[C:4]([C:9]([O:11][CH3:12])=[O:10])=[CH:5][CH:6]=[CH:7][CH:8]=1.[C:13](=[O:16])([O-])[O-].[K+].[K+].[OH2:19], predict the reaction product. The product is: [O:19]1[C:8]2[CH:7]=[CH:6][C:13]([O:16][CH2:2][C:3]3[CH:8]=[CH:7][CH:6]=[CH:5][C:4]=3[C:9]([O:11][CH3:12])=[O:10])=[CH:2][C:3]=2[CH:4]=[CH:5]1.[O:19]1[C:3]2[CH:8]=[CH:7][C:13]([O:16][CH2:2][C:3]3[CH:8]=[CH:7][CH:6]=[CH:5][C:4]=3[C:9]([O:11][CH3:12])=[O:10])=[CH:9][C:4]=2[CH2:5][CH2:6]1. (2) Given the reactants [C:1]([N:8]([CH3:16])[C@H:9]1[CH2:14][CH2:13][C@H:12]([NH2:15])[CH2:11][CH2:10]1)([O:3][C:4]([CH3:7])([CH3:6])[CH3:5])=[O:2].[Br:17][C:18]1[CH:19]=[CH:20][C:21]([O:26][CH3:27])=[C:22]([CH:25]=1)[CH:23]=O, predict the reaction product. The product is: [Br:17][C:18]1[CH:19]=[CH:20][C:21]([O:26][CH3:27])=[C:22]([CH:25]=1)[CH2:23][NH:15][CH:12]1[CH2:11][CH2:10][CH:9]([N:8]([CH3:16])[C:1](=[O:2])[O:3][C:4]([CH3:7])([CH3:6])[CH3:5])[CH2:14][CH2:13]1. (3) Given the reactants [Br:1][C:2]1[C:3]([CH3:8])=[N:4][O:5][C:6]=1[NH2:7].[H-].[Na+].[CH2:11]([C:13]1[S:17][C:16]2[CH:18]=[CH:19][C:20]([CH3:22])=[CH:21][C:15]=2[C:14]=1[S:23](Cl)(=[O:25])=[O:24])[CH3:12], predict the reaction product. The product is: [Br:1][C:2]1[C:3]([CH3:8])=[N:4][O:5][C:6]=1[NH:7][S:23]([C:14]1[C:15]2[CH:21]=[C:20]([CH3:22])[CH:19]=[CH:18][C:16]=2[S:17][C:13]=1[CH2:11][CH3:12])(=[O:24])=[O:25]. (4) Given the reactants [Cl:1][C:2]1[CH:11]=[CH:10][CH:9]=[C:8]2[C:3]=1[C:4]([C:12]([OH:14])=O)=[CH:5][N:6]=[CH:7]2.CC[N:17](C(C)C)C(C)C.CCN=C=NCCCN(C)C.Cl.C1C=CC2N(O)N=NC=2C=1, predict the reaction product. The product is: [Cl:1][C:2]1[CH:11]=[CH:10][CH:9]=[C:8]2[C:3]=1[C:4]([C:12]([NH2:17])=[O:14])=[CH:5][N:6]=[CH:7]2. (5) Given the reactants C(=O)(O)[O-].[Na+].Cl.Cl.Cl.[NH2:9][C:10]1[N:15]=[C:14]([C:16]2[CH:24]=[C:23]3[C:19]([C:20]([NH2:25])=[N:21][NH:22]3)=[CH:18][CH:17]=2)[CH:13]=[C:12]([N:26]2[CH2:31][CH2:30][CH2:29][CH:28]([NH2:32])[CH2:27]2)[N:11]=1.O1CCCC1.[C:38](Cl)(=[O:45])[C:39]1[CH:44]=[CH:43][CH:42]=[CH:41][CH:40]=1, predict the reaction product. The product is: [NH2:9][C:10]1[N:11]=[C:12]([N:26]2[CH2:31][CH2:30][CH2:29][CH:28]([NH:32][C:38](=[O:45])[C:39]3[CH:44]=[CH:43][CH:42]=[CH:41][CH:40]=3)[CH2:27]2)[CH:13]=[C:14]([C:16]2[CH:24]=[C:23]3[C:19]([C:20]([NH2:25])=[N:21][NH:22]3)=[CH:18][CH:17]=2)[N:15]=1. (6) Given the reactants N1(CCNC(=O)/C=C/C2C=CC=CC=2F)C2C=CC=CC=2N=C1.[N:24]1([CH2:29][CH2:30][CH2:31][N:32]2C(=O)C3C(=CC=CC=3)C2=O)[CH:28]=[CH:27][N:26]=[CH:25]1.O.NN, predict the reaction product. The product is: [N:24]1([CH2:29][CH2:30][CH2:31][NH2:32])[CH:28]=[CH:27][N:26]=[CH:25]1. (7) Given the reactants C([O:6][CH2:7][CH2:8][CH:9]([CH3:11])C)CC(C)C.[CH3:12][CH:13](C)[CH2:14][CH:15](O)C, predict the reaction product. The product is: [CH2:7]([OH:6])[CH2:8][CH2:9][CH2:11][CH2:12][CH2:13][CH2:14][CH3:15]. (8) Given the reactants [CH3:1][C:2]([C:10]1[O:14][CH:13]=[N:12][CH:11]=1)([C:4]1[CH:9]=[CH:8][CH:7]=[CH:6][CH:5]=1)[CH3:3].[Cl:15][S:16](O)(=[O:18])=[O:17], predict the reaction product. The product is: [CH3:3][C:2]([C:4]1[CH:9]=[CH:8][C:7]([S:16]([Cl:15])(=[O:18])=[O:17])=[CH:6][CH:5]=1)([C:10]1[O:14][CH:13]=[N:12][CH:11]=1)[CH3:1].